Dataset: Forward reaction prediction with 1.9M reactions from USPTO patents (1976-2016). Task: Predict the product of the given reaction. (1) Given the reactants [NH2:1][C:2]1[CH:6]=[C:5]([C:7]([CH3:10])([CH3:9])[CH3:8])[Se:4][C:3]=1[C:11]([NH2:13])=[O:12].[N:14]([O-])=O.[Na+], predict the reaction product. The product is: [C:7]([C:5]1[Se:4][C:3]2[C:11](=[O:12])[NH:13][N:14]=[N:1][C:2]=2[CH:6]=1)([CH3:10])([CH3:8])[CH3:9]. (2) Given the reactants [H-].[Na+].[NH2:3][C:4]1[C:9]([Cl:10])=[CH:8][N:7]=[CH:6][C:5]=1[Cl:11].[CH3:12][O:13][C:14]1[CH:15]=[C:16]([CH:32]=[CH:33][CH:34]=1)[CH2:17][N:18]1[C:26]2[C:21](=[CH:22][CH:23]=[CH:24][N:25]=2)[C:20]([C:27](=[O:31])[C:28](Cl)=[O:29])=[CH:19]1, predict the reaction product. The product is: [Cl:11][C:5]1[CH:6]=[N:7][CH:8]=[C:9]([Cl:10])[C:4]=1[NH:3][C:28](=[O:29])[C:27]([C:20]1[C:21]2[C:26](=[N:25][CH:24]=[CH:23][CH:22]=2)[N:18]([CH2:17][C:16]2[CH:32]=[CH:33][CH:34]=[C:14]([O:13][CH3:12])[CH:15]=2)[CH:19]=1)=[O:31].